Dataset: Full USPTO retrosynthesis dataset with 1.9M reactions from patents (1976-2016). Task: Predict the reactants needed to synthesize the given product. (1) Given the product [OH:3][NH:2][C:30](=[O:32])[CH2:31][CH:26]([CH2:10][CH2:11][CH2:12][CH2:13][CH2:14][CH2:15][CH2:16][CH2:17][CH2:18][CH2:19][CH2:20][CH2:21][CH2:22][CH2:23][CH3:24])[C:27]([OH:29])=[O:28], predict the reactants needed to synthesize it. The reactants are: Cl.[NH2:2][OH:3].N1C=CC=CC=1.[CH2:10]([CH:26]1[CH2:31][C:30](=[O:32])[O:29][C:27]1=[O:28])[CH2:11][CH2:12][CH2:13][CH2:14][CH2:15][CH2:16][CH2:17][CH2:18][CH2:19][CH2:20][CH2:21][CH2:22][CH2:23][CH2:24]C. (2) Given the product [F:1][C:2]1[CH:3]=[C:4]([CH:29]=[CH:30][C:31]=1[F:32])[O:5][C:6]1[N:11]=[C:10]([O:12][CH3:13])[C:9]([C:43]2[CH:44]=[CH:45][C:40]([F:39])=[CH:41][CH:42]=2)=[C:8]([C:21]2[CH:26]=[CH:25][C:24]([Cl:27])=[CH:23][C:22]=2[Cl:28])[N:7]=1, predict the reactants needed to synthesize it. The reactants are: [F:1][C:2]1[CH:3]=[C:4]([CH:29]=[CH:30][C:31]=1[F:32])[O:5][C:6]1[N:11]=[C:10]([O:12][CH3:13])[C:9](S(C(F)(F)F)(=O)=O)=[C:8]([C:21]2[CH:26]=[CH:25][C:24]([Cl:27])=[CH:23][C:22]=2[Cl:28])[N:7]=1.C(=O)([O-])[O-].[K+].[K+].[F:39][C:40]1[CH:45]=[CH:44][C:43](B(O)O)=[CH:42][CH:41]=1. (3) Given the product [CH3:1][O:2][C:3](=[O:39])[CH2:4][CH:5]([OH:38])[CH2:6][CH:7]([OH:37])[CH:8]=[CH:9][C:10]1[N:11]([C:30]2[CH:31]=[CH:32][C:33]([F:36])=[CH:34][CH:35]=2)[N:12]=[C:13]([C:18](=[O:29])[N:19]([CH3:28])[CH2:20][C:21]2[CH:26]=[CH:25][CH:24]=[CH:23][C:22]=2[CH3:27])[C:14]=1[CH:15]([CH3:16])[CH3:17], predict the reactants needed to synthesize it. The reactants are: [CH3:1][O:2][C:3](=[O:39])[CH2:4][C:5](=[O:38])[CH2:6][CH:7]([OH:37])[CH:8]=[CH:9][C:10]1[N:11]([C:30]2[CH:35]=[CH:34][C:33]([F:36])=[CH:32][CH:31]=2)[N:12]=[C:13]([C:18](=[O:29])[N:19]([CH3:28])[CH2:20][C:21]2[CH:26]=[CH:25][CH:24]=[CH:23][C:22]=2[CH3:27])[C:14]=1[CH:15]([CH3:17])[CH3:16].C(B(CC)OC)C.[BH4-].[Na+].C(O)(=O)C. (4) Given the product [C:1]([O:5][C:6]([NH:8][CH2:9][CH2:10][NH:11][C:18](=[O:19])[C:17]1[CH:21]=[CH:22][CH:23]=[C:15]([C:12](=[O:14])[CH3:13])[CH:16]=1)=[O:7])([CH3:4])([CH3:3])[CH3:2], predict the reactants needed to synthesize it. The reactants are: [C:1]([O:5][C:6]([NH:8][CH2:9][CH2:10][NH2:11])=[O:7])([CH3:4])([CH3:3])[CH3:2].[C:12]([C:15]1[CH:16]=[C:17]([CH:21]=[CH:22][CH:23]=1)[C:18](O)=[O:19])(=[O:14])[CH3:13].F[P-](F)(F)(F)(F)F.N1(O[P+](N(C)C)(N(C)C)N(C)C)C2C=CC=CC=2N=N1.CN1CCOCC1. (5) Given the product [CH3:21][CH:22]1[CH2:27][CH2:26][CH2:25][CH2:24][N:23]1[C:2]1[N:7]2[CH:8]=[CH:9][N:10]=[C:6]2[N:5]=[C:4]([Cl:11])[C:3]=1[C:12]1[C:17]([F:18])=[CH:16][C:15]([F:19])=[CH:14][C:13]=1[F:20], predict the reactants needed to synthesize it. The reactants are: Cl[C:2]1[N:7]2[CH:8]=[CH:9][N:10]=[C:6]2[N:5]=[C:4]([Cl:11])[C:3]=1[C:12]1[C:17]([F:18])=[CH:16][C:15]([F:19])=[CH:14][C:13]=1[F:20].[CH3:21][CH:22]1[CH2:27][CH2:26][CH2:25][CH2:24][NH:23]1. (6) Given the product [CH2:35]([N:34]([CH2:33][C:12]([CH2:13][NH:14][C:15]1[CH:23]=[C:22]([CH3:24])[CH:21]=[C:20]2[C:16]=1[CH:17]=[N:18][N:19]2[C:25]1[CH:26]=[CH:27][C:28]([F:31])=[CH:29][CH:30]=1)([OH:32])[C:11]([F:10])([F:38])[F:39])[C:1](=[O:9])[C:2]1[CH:3]=[CH:4][CH:5]=[CH:6][CH:7]=1)[CH2:36][CH3:37], predict the reactants needed to synthesize it. The reactants are: [C:1]([OH:9])(=O)[C:2]1[CH:7]=[CH:6][CH:5]=[CH:4][CH:3]=1.[F:10][C:11]([F:39])([F:38])[C:12]([CH2:33][NH:34][CH2:35][CH2:36][CH3:37])([OH:32])[CH2:13][NH:14][C:15]1[CH:23]=[C:22]([CH3:24])[CH:21]=[C:20]2[C:16]=1[CH:17]=[N:18][N:19]2[C:25]1[CH:30]=[CH:29][C:28]([F:31])=[CH:27][CH:26]=1. (7) Given the product [CH2:47]([O:54][NH:55][C:8](=[O:7])[C@H:9]([N:18]([CH2:32][C:33]1[CH:38]=[CH:37][C:36]2[O:39][CH2:40][O:41][C:35]=2[CH:34]=1)[S:19]([C:22]1[C:27]([CH3:28])=[CH:26][C:25]([O:29][CH3:30])=[CH:24][C:23]=1[CH3:31])(=[O:20])=[O:21])[CH2:10][O:11][CH:12]1[CH2:17][CH2:16][CH2:15][CH2:14][O:13]1)[C:48]1[CH:53]=[CH:52][CH:51]=[CH:50][CH:49]=1, predict the reactants needed to synthesize it. The reactants are: C1OC2C=CC(C[O:7][C:8](=O)[C@H:9]([N:18]([CH2:32][C:33]3[CH:38]=[CH:37][C:36]4[O:39][CH2:40][O:41][C:35]=4[CH:34]=3)[S:19]([C:22]3[C:27]([CH3:28])=[CH:26][C:25]([O:29][CH3:30])=[CH:24][C:23]=3[CH3:31])(=[O:21])=[O:20])[CH2:10][O:11][CH:12]3[CH2:17][CH2:16][CH2:15][CH2:14][O:13]3)=CC=2O1.[CH2:47]([O:54][NH2:55])[C:48]1[CH:53]=[CH:52][CH:51]=[CH:50][CH:49]=1.C1C=CC2N(O)N=NC=2C=1.CCN=C=NCCCN(C)C.